From a dataset of Full USPTO retrosynthesis dataset with 1.9M reactions from patents (1976-2016). Predict the reactants needed to synthesize the given product. (1) Given the product [Cl:45][C:43]1[C:36]([CH3:38])=[C:13]([NH:12][C:20]([C:19]2[C:13]3[N:12]=[C:11]([CH2:10][NH:8][CH3:9])[NH:15][C:14]=3[CH:16]=[C:17]([NH:23][C:24]([C:26]3[CH:31]=[CH:30][CH:29]=[CH:28][C:27]=3[C:32]([F:34])([F:33])[F:35])=[O:25])[CH:18]=2)=[O:22])[CH:14]=[CH:16][CH:17]=1, predict the reactants needed to synthesize it. The reactants are: C(OC([N:8]([CH2:10][C:11]1[NH:15][C:14]2[CH:16]=[C:17]([NH:23][C:24]([C:26]3[CH:31]=[CH:30][CH:29]=[CH:28][C:27]=3[C:32]([F:35])([F:34])[F:33])=[O:25])[CH:18]=[C:19]([C:20]([OH:22])=O)[C:13]=2[N:12]=1)[CH3:9])=O)(C)(C)C.[C:36](O)([C:38](F)(F)F)=O.[CH2:43]([Cl:45])Cl. (2) Given the product [NH2:31][C:29]1[CH:28]=[CH:27][C:3]([O:4][C:5]2[CH:10]=[CH:9][N:8]=[C:7]([NH:11][C:12]([N:14]3[CH2:19][CH2:18][CH:17]([N:20]4[CH2:21][CH:22]([N:24]([CH3:25])[CH3:26])[CH2:23]4)[CH2:16][CH2:15]3)=[O:13])[CH:6]=2)=[C:2]([F:1])[CH:30]=1, predict the reactants needed to synthesize it. The reactants are: [F:1][C:2]1[CH:30]=[C:29]([N+:31]([O-])=O)[CH:28]=[CH:27][C:3]=1[O:4][C:5]1[CH:10]=[CH:9][N:8]=[C:7]([NH:11][C:12]([N:14]2[CH2:19][CH2:18][CH:17]([N:20]3[CH2:23][CH:22]([N:24]([CH3:26])[CH3:25])[CH2:21]3)[CH2:16][CH2:15]2)=[O:13])[CH:6]=1. (3) Given the product [F:5][C:6]1[C:7]([C:8]([OH:10])=[O:9])=[C:11]([CH3:15])[C:12]([N+:1]([O-:4])=[O:2])=[CH:13][CH:14]=1, predict the reactants needed to synthesize it. The reactants are: [N+:1]([O-:4])(O)=[O:2].[F:5][C:6]1[CH:14]=[CH:13][CH:12]=[C:11]([CH3:15])[C:7]=1[C:8]([OH:10])=[O:9].